Dataset: Catalyst prediction with 721,799 reactions and 888 catalyst types from USPTO. Task: Predict which catalyst facilitates the given reaction. (1) Reactant: [CH2:1]([O:8][C:9]1[C:10]([CH2:20][CH:21]([C:23]2[CH:28]=[CH:27][CH:26]=[C:25]([C:29]3[S:30][C:31]([CH3:34])=[CH:32][CH:33]=3)[CH:24]=2)[NH2:22])=[CH:11][C:12]([Cl:19])=[C:13]2[C:18]=1[N:17]=[CH:16][CH:15]=[CH:14]2)[C:2]1[CH:7]=[CH:6][CH:5]=[CH:4][CH:3]=1.[CH2:35]([O:42][CH2:43][C:44](Cl)=[O:45])[C:36]1[CH:41]=[CH:40][CH:39]=[CH:38][CH:37]=1.C(N(CC)CC)C.[Si](I)(C)(C)C. Product: [CH2:35]([O:42][CH2:43][C:44]([NH:22][CH:21]([C:23]1[CH:28]=[CH:27][CH:26]=[C:25]([C:29]2[S:30][C:31]([CH3:34])=[CH:32][CH:33]=2)[CH:24]=1)[CH2:20][C:10]1[C:9]([O:8][CH2:1][C:2]2[CH:7]=[CH:6][CH:5]=[CH:4][CH:3]=2)=[C:18]2[C:13]([CH:14]=[CH:15][CH:16]=[N:17]2)=[C:12]([Cl:19])[CH:11]=1)=[O:45])[C:36]1[CH:41]=[CH:40][CH:39]=[CH:38][CH:37]=1.[CH2:35]([O:42][CH2:43][C:44]([NH:22][CH:21]([C:23]1[CH:28]=[CH:27][CH:26]=[C:25]([C:29]2[S:30][C:31]([CH3:34])=[CH:32][CH:33]=2)[CH:24]=1)[CH2:20][C:10]1[C:9]([OH:8])=[C:18]2[C:13]([CH:14]=[CH:15][CH:16]=[N:17]2)=[C:12]([Cl:19])[CH:11]=1)=[O:45])[C:36]1[CH:41]=[CH:40][CH:39]=[CH:38][CH:37]=1. The catalyst class is: 13. (2) Reactant: C(Cl)(=O)C(Cl)=O.[Cl:7][C:8]1[CH:24]=[C:23]([Cl:25])[CH:22]=[C:21]([Cl:26])[C:9]=1[C:10]([NH:12][C:13]1[S:17][CH:16]=[N:15][C:14]=1[C:18]([OH:20])=[O:19])=O. Product: [Cl:7][C:8]1[CH:24]=[C:23]([Cl:25])[CH:22]=[C:21]([Cl:26])[C:9]=1[C:10]1[O:19][C:18](=[O:20])[CH:14]2[CH:13]([S:17][CH:16]=[N:15]2)[N:12]=1. The catalyst class is: 59. (3) Reactant: [Br:1][C:2]1[CH:7]=[CH:6][C:5]([N+:8]([O-:10])=[O:9])=[C:4](F)[CH:3]=1.[NH2:12][CH2:13][CH2:14][OH:15]. Product: [Br:1][C:2]1[CH:7]=[CH:6][C:5]([N+:8]([O-:10])=[O:9])=[C:4]([NH:12][CH2:13][CH2:14][OH:15])[CH:3]=1. The catalyst class is: 51. (4) Reactant: [Br:1][C:2]1[CH:7]=[CH:6][C:5]([C:8](=O)[CH2:9][NH:10][C:11]([C@@H:13]2[CH2:17][CH2:16][CH2:15][N:14]2[C:18]([O:20][C:21]([CH3:24])([CH3:23])[CH3:22])=[O:19])=O)=[CH:4][CH:3]=1.C([O-])(=O)C.[NH4+:30].C(O)(=O)C.O. Product: [Br:1][C:2]1[CH:7]=[CH:6][C:5]([C:8]2[NH:30][C:11]([C@@H:13]3[CH2:17][CH2:16][CH2:15][N:14]3[C:18]([O:20][C:21]([CH3:24])([CH3:23])[CH3:22])=[O:19])=[N:10][CH:9]=2)=[CH:4][CH:3]=1. The catalyst class is: 113. (5) Reactant: C([O:8][C:9]1[CH:14]=[C:13]([O:15]CC2C=CC=CC=2)[C:12]([Cl:23])=[CH:11][C:10]=1[C:24]1[C:28]([C:29]2[CH:34]=[CH:33][C:32]([O:35][CH3:36])=[CH:31][CH:30]=2)=[C:27]([Br:37])[NH:26][N:25]=1)C1C=CC=CC=1.B(Cl)(Cl)Cl.C([O-])(O)=O.[Na+]. Product: [Br:37][C:27]1[NH:26][N:25]=[C:24]([C:10]2[CH:11]=[C:12]([Cl:23])[C:13]([OH:15])=[CH:14][C:9]=2[OH:8])[C:28]=1[C:29]1[CH:30]=[CH:31][C:32]([O:35][CH3:36])=[CH:33][CH:34]=1. The catalyst class is: 4. (6) Reactant: [C:1]([O:5][C:6]([N:8]1[CH2:13][CH2:12][CH:11]([C:14]([OH:16])=O)[CH2:10][CH2:9]1)=[O:7])([CH3:4])([CH3:3])[CH3:2].Cl.CN(C)CCCN=C=NCC.[NH2:29][C:30]1[CH:31]=[C:32]([C:36]2[C:44]3[C:39](=[CH:40][CH:41]=[C:42]([C:45]#[N:46])[CH:43]=3)[N:38]([CH:47]3[CH2:52][CH2:51][CH2:50][CH2:49][O:48]3)[N:37]=2)[CH:33]=[CH:34][CH:35]=1. Product: [C:45]([C:42]1[CH:43]=[C:44]2[C:39](=[CH:40][CH:41]=1)[N:38]([CH:47]1[CH2:52][CH2:51][CH2:50][CH2:49][O:48]1)[N:37]=[C:36]2[C:32]1[CH:31]=[C:30]([NH:29][C:14]([CH:11]2[CH2:10][CH2:9][N:8]([C:6]([O:5][C:1]([CH3:2])([CH3:3])[CH3:4])=[O:7])[CH2:13][CH2:12]2)=[O:16])[CH:35]=[CH:34][CH:33]=1)#[N:46]. The catalyst class is: 4. (7) Reactant: [Cl:1][C:2]1[CH:9]=[CH:8][C:5]([CH2:6][OH:7])=[CH:4][CH:3]=1.[H-].[Na+].[N+]([C:15]1[CH:20]=[CH:19][N+:18]([O-:21])=[CH:17][CH:16]=1)([O-])=O.C(=O)([O-])O.[Na+]. Product: [Cl:1][C:2]1[CH:9]=[CH:8][C:5]([CH2:6][O:7][C:15]2[CH:20]=[CH:19][N+:18]([O-:21])=[CH:17][CH:16]=2)=[CH:4][CH:3]=1. The catalyst class is: 3. (8) Reactant: Cl.[NH2:2][CH2:3][CH2:4][C:5]1[O:9][N:8]=[C:7]([C:10]2[CH:17]=[CH:16][C:13]([C:14]#[N:15])=[C:12]([Cl:18])[C:11]=2[CH3:19])[CH:6]=1.[N:20]1[CH:25]=[CH:24][CH:23]=[C:22]([C:26]2[CH:30]=[C:29]([C:31](O)=[O:32])[NH:28][N:27]=2)[CH:21]=1.C1C=C2N=NN(O)C2=CC=1.O.CCN(C(C)C)C(C)C.CCN=C=NCCCN(C)C. Product: [Cl:18][C:12]1[C:11]([CH3:19])=[C:10]([C:7]2[CH:6]=[C:5]([CH2:4][CH2:3][NH:2][C:31]([C:29]3[NH:28][N:27]=[C:26]([C:22]4[CH:21]=[N:20][CH:25]=[CH:24][CH:23]=4)[CH:30]=3)=[O:32])[O:9][N:8]=2)[CH:17]=[CH:16][C:13]=1[C:14]#[N:15]. The catalyst class is: 2.